This data is from Full USPTO retrosynthesis dataset with 1.9M reactions from patents (1976-2016). The task is: Predict the reactants needed to synthesize the given product. (1) The reactants are: C(OC([N:8]([C:12]1[S:13][CH2:14][C@@H:15]2[C@@H:20]([CH3:21])[O:19][CH2:18][C@:16]2([C:22]2[CH:27]=[C:26](Br)[CH:25]=[CH:24][C:23]=2[F:29])[N:17]=1)C([O-])=O)=O)(C)(C)C.O.[F:31][C:32]([F:43])([F:42])[C:33]1[CH:34]=[C:35](B(O)O)[CH:36]=[N:37][CH:38]=1.C(=O)([O-])[O-].[Cs+].[Cs+]. Given the product [F:29][C:23]1[CH:24]=[CH:25][C:26]([C:35]2[CH:36]=[N:37][CH:38]=[C:33]([C:32]([F:43])([F:42])[F:31])[CH:34]=2)=[CH:27][C:22]=1[C@:16]12[CH2:18][O:19][C@H:20]([CH3:21])[C@H:15]1[CH2:14][S:13][C:12]([NH2:8])=[N:17]2, predict the reactants needed to synthesize it. (2) Given the product [Br:14][C:12]1[CH:11]=[CH:10][C:9]([O:15][CH3:16])=[C:8]([C:6]2[N:5]=[C:4]([NH2:17])[N:3]=[C:2]([NH:25][C:22]3[CH:23]=[CH:24][C:19]([Cl:18])=[CH:20][CH:21]=3)[CH:7]=2)[CH:13]=1, predict the reactants needed to synthesize it. The reactants are: Cl[C:2]1[CH:7]=[C:6]([C:8]2[CH:13]=[C:12]([Br:14])[CH:11]=[CH:10][C:9]=2[O:15][CH3:16])[N:5]=[C:4]([NH2:17])[N:3]=1.[Cl:18][C:19]1[CH:24]=[CH:23][C:22]([NH2:25])=[CH:21][CH:20]=1. (3) Given the product [NH2:1][C:2]1[CH:7]=[C:6]([CH3:8])[C:5]([Cl:9])=[CH:4][C:3]=1[S:10]([NH:24][CH3:23])(=[O:13])=[O:11], predict the reactants needed to synthesize it. The reactants are: [NH2:1][C:2]1[CH:7]=[C:6]([CH3:8])[C:5]([Cl:9])=[CH:4][C:3]=1[S:10]([OH:13])(=O)=[O:11].S(Cl)(Cl)(=O)=O.S(Cl)(Cl)=O.[CH3:23][NH2:24].